This data is from Full USPTO retrosynthesis dataset with 1.9M reactions from patents (1976-2016). The task is: Predict the reactants needed to synthesize the given product. (1) Given the product [CH3:1][O:2][C:3](=[O:8])[CH:4]([CH2:13][C:14]([C:16]1[CH:21]=[C:20]([O:22][CH3:23])[CH:19]=[CH:18][C:17]=1[O:24][CH3:25])=[O:15])[C:5](=[O:7])[CH3:6], predict the reactants needed to synthesize it. The reactants are: [CH3:1][O:2][C:3](=[O:8])[CH2:4][C:5](=[O:7])[CH3:6].C[O-].[Na+].Br[CH2:13][C:14]([C:16]1[CH:21]=[C:20]([O:22][CH3:23])[CH:19]=[CH:18][C:17]=1[O:24][CH3:25])=[O:15]. (2) Given the product [C:11]1([S:17]([N:20]2[CH2:24][CH2:23][CH2:22][CH:21]2[CH:25]=[CH2:1])(=[O:19])=[O:18])[CH:16]=[CH:15][CH:14]=[CH:13][CH:12]=1, predict the reactants needed to synthesize it. The reactants are: [CH3:1][Si]([N-][Si](C)(C)C)(C)C.[K+].[C:11]1([S:17]([N:20]2[CH2:24][CH2:23][CH2:22][CH:21]2[CH:25]=O)(=[O:19])=[O:18])[CH:16]=[CH:15][CH:14]=[CH:13][CH:12]=1.Cl. (3) Given the product [Br:8][C:9]1[C:21]2[C:20]3[CH2:19][CH2:18][N:17]([C:23]([NH:22][C:25]4[CH:38]=[CH:37][CH:36]=[C:27]([O:28][C:29]5[CH:34]=[N:33][CH:32]=[C:31]([CH3:35])[N:30]=5)[CH:26]=4)=[O:24])[CH2:16][C:15]=3[CH:14]=[N:13][C:12]=2[NH:11][N:10]=1, predict the reactants needed to synthesize it. The reactants are: FC(F)(F)C([O-])=O.[Br:8][C:9]1[C:21]2[C:20]3[CH2:19][CH2:18][NH2+:17][CH2:16][C:15]=3[CH:14]=[N:13][C:12]=2[NH:11][N:10]=1.[N:22]([C:25]1[CH:26]=[C:27]([CH:36]=[CH:37][CH:38]=1)[O:28][C:29]1[CH:34]=[N:33][CH:32]=[C:31]([CH3:35])[N:30]=1)=[C:23]=[O:24]. (4) Given the product [Si:5]([O:8][C:9]1[C:14]([CH3:15])=[CH:13][C:12]([CH2:16][CH2:17][NH2:18])=[CH:11][C:10]=1[CH3:21])([C:1]([CH3:4])([CH3:3])[CH3:2])([CH3:6])[CH3:7], predict the reactants needed to synthesize it. The reactants are: [C:1]([Si:5]([O:8][C:9]1[C:14]([CH3:15])=[CH:13][C:12]([CH:16]=[CH:17][N+:18]([O-])=O)=[CH:11][C:10]=1[CH3:21])([CH3:7])[CH3:6])([CH3:4])([CH3:3])[CH3:2].[H-].[Al+3].[Li+].[H-].[H-].[H-]. (5) Given the product [NH2:10][C:7]1[CH:8]=[CH:9][C:4]([C:1](=[O:3])[CH3:2])=[CH:5][C:6]=1[Br:17], predict the reactants needed to synthesize it. The reactants are: [C:1]([C:4]1[CH:9]=[CH:8][C:7]([NH:10]C(=O)C(F)(F)F)=[C:6]([Br:17])[CH:5]=1)(=[O:3])[CH3:2].NC1C=CC(C(=O)C)=CC=1.C1C(=O)N(Br)C(=O)C1. (6) The reactants are: [CH:1]1[C:13]2[CH:12]([CH2:14][O:15][C:16]([NH:18][C@@H:19]([CH2:27][CH2:28][C:29]([N:31]([CH3:33])[CH3:32])=[O:30])[C:20]([O:22]C(C)(C)C)=[O:21])=[O:17])[C:11]3[C:6](=[CH:7][CH:8]=[CH:9][CH:10]=3)[C:5]=2[CH:4]=[CH:3][CH:2]=1. Given the product [CH:10]1[C:11]2[CH:12]([CH2:14][O:15][C:16]([NH:18][C@@H:19]([CH2:27][CH2:28][C:29]([N:31]([CH3:33])[CH3:32])=[O:30])[C:20]([OH:22])=[O:21])=[O:17])[C:13]3[C:5](=[CH:4][CH:3]=[CH:2][CH:1]=3)[C:6]=2[CH:7]=[CH:8][CH:9]=1, predict the reactants needed to synthesize it. (7) Given the product [C:1]([N:4]1[C:13]2[C:8](=[CH:9][C:10]([C:14]3[CH:19]=[CH:18][C:17]([CH2:20][N:21]4[CH2:26][CH2:25][CH2:24][CH2:23][CH2:22]4)=[CH:16][CH:15]=3)=[CH:11][CH:12]=2)[C@H:7]([NH2:27])[CH2:6][C@@H:5]1[CH3:30])(=[O:3])[CH3:2], predict the reactants needed to synthesize it. The reactants are: [C:1]([N:4]1[C:13]2[C:8](=[CH:9][C:10]([C:14]3[CH:19]=[CH:18][C:17]([CH2:20][N:21]4[CH2:26][CH2:25][CH2:24][CH2:23][CH2:22]4)=[CH:16][CH:15]=3)=[CH:11][CH:12]=2)[C@H:7]([NH:27]C=O)[CH2:6][C@@H:5]1[CH3:30])(=[O:3])[CH3:2].Cl. (8) Given the product [C:19]([NH:18][C:17](=[N:9][C:5]1[CH:6]=[CH:7][CH:8]=[C:3]([O:2][CH3:1])[CH:4]=1)[O:16][C:13]1[CH:14]=[CH:15][CH:10]=[CH:11][CH:12]=1)#[N:20], predict the reactants needed to synthesize it. The reactants are: [CH3:1][O:2][C:3]1[CH:8]=[CH:7][CH:6]=[C:5]([NH2:9])[CH:4]=1.[CH:10]1[CH:15]=[CH:14][C:13]([O:16][C:17](OC2C=CC=CC=2)=[N:18][C:19]#[N:20])=[CH:12][CH:11]=1. (9) Given the product [NH2:43][CH2:44][CH2:45][S:46][C:24]1[N:25]=[C:26]([O:27][CH2:28][C:29]2[CH:34]=[CH:33][CH:32]=[CH:53][N:55]=2)[C:21]([NH:12][S:9]([C:3]2[CH:4]=[CH:5][CH:6]=[C:7]([Cl:42])[C:2]=2[Cl:1])(=[O:10])=[O:11])=[N:22][CH:23]=1, predict the reactants needed to synthesize it. The reactants are: [Cl:1][C:2]1[C:7](Cl)=[CH:6][CH:5]=[CH:4][C:3]=1[S:9]([N:12]([C:21]1[C:26]([O:27][CH2:28][C:29]2C=N[CH:32]=[CH:33][CH:34]=2)=[N:25][C:24](Cl)=[CH:23][N:22]=1)COCC[Si](C)(C)C)(=[O:11])=[O:10].C(=O)([O-])[O-].[Cs+].[Cs+].[ClH:42].[NH2:43][CH2:44][CH2:45][SH:46].C(OCC)(=O)C.[C:53](#[N:55])C. (10) Given the product [CH3:30][O:32][C:18]1[CH:17]=[CH:28][C:27]([NH:29][C:2]2[C:3]([C:12]([OH:14])=[O:13])=[CH:4][C:5]3[C:10]([CH:11]=2)=[CH:9][CH:8]=[CH:7][CH:6]=3)=[C:20]2[C:19]=1[O:24][C:23]([CH3:25])([CH3:26])[CH:22]=[CH:21]2, predict the reactants needed to synthesize it. The reactants are: Br[C:2]1[C:3]([C:12]([OH:14])=[O:13])=[CH:4][C:5]2[C:10]([CH:11]=1)=[CH:9][CH:8]=[CH:7][CH:6]=2.CO[C:17]1[CH:28]=[C:27]([NH2:29])[C:20]2[CH:21]=[CH:22][C:23]([CH3:26])([CH3:25])[O:24][C:19]=2[CH:18]=1.[C:30]([O-])(=[O:32])C.[K+].C(N(CC)CC)C.